This data is from Forward reaction prediction with 1.9M reactions from USPTO patents (1976-2016). The task is: Predict the product of the given reaction. (1) Given the reactants [N:1]1[C:10]2[C:5](=[CH:6][CH:7]=[CH:8][CH:9]=2)[CH:4]=[CH:3][C:2]=1[N:11]1[CH2:16][CH2:15][N:14]([CH:17](C)[CH2:18][CH2:19]C(NC2C=CC=CC=2C(O)=O)=O)[CH2:13][CH2:12]1.[C:33]([O:36][C:37](=O)[CH3:38])(=[O:35])[CH3:34], predict the reaction product. The product is: [N:1]1[C:10]2[C:5](=[CH:6][CH:7]=[CH:8][CH:9]=2)[CH:4]=[CH:3][C:2]=1[N:11]1[CH2:12][CH2:13][N:14]([CH2:17][CH2:18][CH2:19][CH2:38][C:37]2[O:36][C:33](=[O:35])[C:34]3[CH:6]=[CH:5][CH:4]=[CH:3][C:2]=3[N:1]=2)[CH2:15][CH2:16]1. (2) Given the reactants [C@H:1]12[CH2:6][C@H:5]1[CH2:4][NH:3][C@@H:2]2[CH2:7][NH:8][C:9]([C:11]1[N:18]2[C:14]([S:15][CH:16]=[CH:17]2)=[N:13][C:12]=1[CH3:19])=[O:10].[CH3:20][C:21]1[CH:22]=[C:23]([C:27]2[C:28]([C:33](O)=[O:34])=[CH:29][CH:30]=[CH:31][CH:32]=2)[CH:24]=[CH:25][CH:26]=1, predict the reaction product. The product is: [CH3:20][C:21]1[CH:22]=[C:23]([C:27]2[C:28]([C:33]([N:3]3[CH2:4][C@H:5]4[C@H:1]([CH2:6]4)[C@H:2]3[CH2:7][NH:8][C:9]([C:11]3[N:18]4[C:14]([S:15][CH:16]=[CH:17]4)=[N:13][C:12]=3[CH3:19])=[O:10])=[O:34])=[CH:29][CH:30]=[CH:31][CH:32]=2)[CH:24]=[CH:25][CH:26]=1. (3) The product is: [O:9]1[CH:13]=[CH:12][C:11]([CH2:14][O:15][C:2]2[C:7]([I:8])=[CH:6][CH:5]=[CH:4][N:3]=2)=[CH:10]1. Given the reactants F[C:2]1[C:7]([I:8])=[CH:6][CH:5]=[CH:4][N:3]=1.[O:9]1[CH:13]=[CH:12][C:11]([CH2:14][OH:15])=[CH:10]1, predict the reaction product. (4) Given the reactants [Cl:1][C:2]1[C:9]([CH2:10][CH2:11][CH3:12])=[C:8]([F:13])[CH:7]=[CH:6][C:3]=1[CH:4]=O.Cl.O[NH3+:16].S(Cl)(Cl)=O.O, predict the reaction product. The product is: [Cl:1][C:2]1[C:9]([CH2:10][CH2:11][CH3:12])=[C:8]([F:13])[CH:7]=[CH:6][C:3]=1[C:4]#[N:16]. (5) Given the reactants [Cl:1][C:2]1[CH:11]=[CH:10][C:5]2[N:6]=[C:7]([CH3:9])[NH:8][C:4]=2[CH:3]=1.[C:12](Cl)(=[O:19])[C:13]1[CH:18]=[CH:17][CH:16]=[CH:15][CH:14]=1.[OH2:21], predict the reaction product. The product is: [Cl:1][C:2]1[CH:11]=[CH:10][C:5]2[NH:6][C:7](=[C:9]([C:12]([C:13]3[CH:18]=[CH:17][CH:16]=[CH:15][CH:14]=3)=[O:21])[C:12]([C:13]3[CH:18]=[CH:17][CH:16]=[CH:15][CH:14]=3)=[O:19])[NH:8][C:4]=2[CH:3]=1. (6) Given the reactants Cl[C:2]1[C:11]2[C:6](=[CH:7][CH:8]=[C:9]([CH:12]=[CH2:13])[CH:10]=2)[N:5]=[C:4]([N:14]2[CH2:20][C:19]3[CH:21]=[CH:22][CH:23]=[CH:24][C:18]=3[S:17](=[O:26])(=[O:25])[CH2:16][CH2:15]2)[CH:3]=1.[CH2:27]([NH2:31])[CH2:28][CH2:29][NH2:30], predict the reaction product. The product is: [O:25]=[S:17]1(=[O:26])[C:18]2[CH:24]=[CH:23][CH:22]=[CH:21][C:19]=2[CH2:20][N:14]([C:4]2[CH:3]=[C:2]([NH:30][CH2:29][CH2:28][CH2:27][NH2:31])[C:11]3[C:6](=[CH:7][CH:8]=[C:9]([CH:12]=[CH2:13])[CH:10]=3)[N:5]=2)[CH2:15][CH2:16]1. (7) Given the reactants Cl[C:2]1[C:3]([C:8]2[C:17]3[C:12](=[CH:13][CH:14]=[CH:15][CH:16]=3)[C:11]([C:18]#[N:19])=[CH:10][CH:9]=2)=[N:4][CH:5]=[CH:6][N:7]=1.[C:20]([O:24][CH3:25])(=[O:23])[CH2:21][SH:22].C(=O)([O-])[O-].[Na+].[Na+], predict the reaction product. The product is: [C:18]([C:11]1[C:12]2[C:17](=[CH:16][CH:15]=[CH:14][CH:13]=2)[C:8]([C:3]2[C:2]([S:22][CH2:21][C:20]([O:24][CH3:25])=[O:23])=[N:7][CH:6]=[CH:5][N:4]=2)=[CH:9][CH:10]=1)#[N:19]. (8) The product is: [Br:1][C:2]1[S:3][CH:4]=[C:5]([CH2:7][N:15]2[CH2:20][CH2:19][CH2:18][CH2:17][CH2:16]2)[N:6]=1. Given the reactants [Br:1][C:2]1[S:3][CH:4]=[C:5]([CH2:7]O)[N:6]=1.BrC1C=C(F)C(C[N:15]2[CH2:20][CH2:19][CH2:18][CH2:17][CH2:16]2)=C(F)C=1, predict the reaction product.